This data is from Forward reaction prediction with 1.9M reactions from USPTO patents (1976-2016). The task is: Predict the product of the given reaction. Given the reactants [F:1][C:2]1[C:10]2[CH:9]=[C:8]([CH2:11][O:12][C:13]3[CH:21]=[CH:20][CH:19]=[C:15]([C:16]([OH:18])=O)[C:14]=3[C:22](O)=[O:23])[S:7][C:6]=2[CH:5]=[CH:4][CH:3]=1.Cl.[NH2:26][CH:27]1[CH2:33][CH2:32][C:31](=[O:34])[NH:30][C:28]1=[O:29], predict the reaction product. The product is: [O:29]=[C:28]1[CH:27]([N:26]2[C:22](=[O:23])[C:14]3[C:15](=[CH:19][CH:20]=[CH:21][C:13]=3[O:12][CH2:11][C:8]3[S:7][C:6]4[CH:5]=[CH:4][CH:3]=[C:2]([F:1])[C:10]=4[CH:9]=3)[C:16]2=[O:18])[CH2:33][CH2:32][C:31](=[O:34])[NH:30]1.